From a dataset of Full USPTO retrosynthesis dataset with 1.9M reactions from patents (1976-2016). Predict the reactants needed to synthesize the given product. (1) Given the product [CH:1]#[C:2][CH2:3][NH:4][C@H:5]1[C:9]2[CH:10]=[CH:11][CH:12]=[CH:13][C:8]=2[CH2:7][CH2:6]1, predict the reactants needed to synthesize it. The reactants are: [CH:1]#[C:2][CH2:3][NH:4][C@H:5]1[C:9]2[CH:10]=[CH:11][CH:12]=[CH:13][C:8]=2[CH2:7][CH2:6]1.C([O-])(=O)C([O-])=O.C#CCN[C@H]1C2C(=CC=CC=2)CC1.C#CCN[C@H]1C2C(=CC=CC=2)CC1.[C@H](O)(C(O)=O)[C@@H](O)C(O)=O.CS(O)(=O)=O.C#CCN[C@H]1C2C=CC=CC=2CC1. (2) The reactants are: Cl[C:2]1[C:3]([NH2:9])=[N:4][CH:5]=[N:6][C:7]=1Cl.[OH:10][CH2:11][CH:12]1[CH2:16][CH2:15][N:14]([C:17]([O:19]C(C)(C)C)=O)[CH2:13]1.[O:24]([C:31]1[CH:36]=[CH:35][C:34](B(O)O)=[CH:33][CH:32]=1)[C:25]1[CH:30]=[CH:29][CH:28]=[CH:27][CH:26]=1.[C:40](Cl)(=O)[CH:41]=C. Given the product [NH2:9][C:3]1[N:4]=[CH:5][N:6]=[C:7]([O:10][CH2:11][CH:12]2[CH2:16][CH2:15][N:14]([C:17](=[O:19])[CH:40]=[CH2:41])[CH2:13]2)[C:2]=1[C:28]1[CH:29]=[CH:30][C:25]([O:24][C:31]2[CH:36]=[CH:35][CH:34]=[CH:33][CH:32]=2)=[CH:26][CH:27]=1, predict the reactants needed to synthesize it. (3) Given the product [C:28]([C:25]1[CH:24]=[CH:23][C:22]([C:3]2[C:2]([C:34]3[CH:35]=[CH:36][C:31]([CH3:30])=[CH:32][CH:33]=3)=[CH:7][N:6]=[C:5]([NH:8][CH2:9][C@H:10]3[CH2:14][CH2:13][N:12]([C:15]([O:17][C:18]([CH3:19])([CH3:20])[CH3:21])=[O:16])[CH2:11]3)[N:4]=2)=[CH:27][CH:26]=1)#[N:29], predict the reactants needed to synthesize it. The reactants are: Cl[C:2]1[C:3]([C:22]2[CH:27]=[CH:26][C:25]([C:28]#[N:29])=[CH:24][CH:23]=2)=[N:4][C:5]([NH:8][CH2:9][C@H:10]2[CH2:14][CH2:13][N:12]([C:15]([O:17][C:18]([CH3:21])([CH3:20])[CH3:19])=[O:16])[CH2:11]2)=[N:6][CH:7]=1.[CH3:30][C:31]1[CH:36]=[CH:35][C:34](B(O)O)=[CH:33][CH:32]=1.C([O-])([O-])=O.[Na+].[Na+].